The task is: Predict which catalyst facilitates the given reaction.. This data is from Catalyst prediction with 721,799 reactions and 888 catalyst types from USPTO. (1) Reactant: [NH2:1][C:2](=[O:30])[C@H:3]([NH:7][C:8]1[N:13]=[C:12]([O:14]C)[C:11]([C:16]([NH2:18])=[O:17])=[C:10]([NH:19][C:20]2[CH:21]=[C:22]3[C:27](=[CH:28][CH:29]=2)[N:26]=[CH:25][CH:24]=[CH:23]3)[N:9]=1)[CH:4]([CH3:6])[CH3:5].B(Br)(Br)Br. Product: [NH2:1][C:2](=[O:30])[C@H:3]([NH:7][C:8]1[NH:13][C:12](=[O:14])[C:11]([C:16]([NH2:18])=[O:17])=[C:10]([NH:19][C:20]2[CH:21]=[C:22]3[C:27](=[CH:28][CH:29]=2)[N:26]=[CH:25][CH:24]=[CH:23]3)[N:9]=1)[CH:4]([CH3:6])[CH3:5]. The catalyst class is: 2. (2) Product: [OH:1][C:2]1[N:3]=[C:4]2[CH:9]=[CH:8][C:7]([C:10]3[CH:15]=[CH:14][CH:13]=[CH:12][C:11]=3[C:16]([F:19])([F:18])[F:17])=[N:6][N:5]2[C:20]=1[C:21]([NH:32][C:27]1[CH:28]=[CH:29][CH:30]=[CH:31][N:26]=1)=[O:23]. Reactant: [OH:1][C:2]1[N:3]=[C:4]2[CH:9]=[CH:8][C:7]([C:10]3[CH:15]=[CH:14][CH:13]=[CH:12][C:11]=3[C:16]([F:19])([F:18])[F:17])=[N:6][N:5]2[C:20]=1[C:21]([O:23]CC)=O.[N:26]1[CH:31]=[CH:30][CH:29]=[CH:28][C:27]=1[NH2:32].[H-].[Na+]. The catalyst class is: 11. (3) Reactant: [Cl:1][C:2]1[CH:10]=[CH:9][C:5]([C:6](O)=[O:7])=[CH:4][C:3]=1[CH:11]([CH3:30])[C:12]([OH:29])([C:17]1[CH:18]=[CH:19][C:20]2[O:25][CH2:24][C:23](=[O:26])[N:22]([CH3:27])[C:21]=2[CH:28]=1)[C:13]([F:16])([F:15])[F:14].[CH3:31][O:32][C:33](=[O:41])[CH2:34][CH:35]1[CH2:40][CH2:39][NH:38][CH2:37][CH2:36]1.C(N(C(C)C)C(C)C)C.F[P-](F)(F)(F)(F)F.N1(O[P+](N(C)C)(N(C)C)N(C)C)C2C=CC=CC=2N=N1. Product: [CH3:31][O:32][C:33](=[O:41])[CH2:34][CH:35]1[CH2:36][CH2:37][N:38]([C:6](=[O:7])[C:5]2[CH:9]=[CH:10][C:2]([Cl:1])=[C:3]([CH:11]([CH3:30])[C:12]([OH:29])([C:17]3[CH:18]=[CH:19][C:20]4[O:25][CH2:24][C:23](=[O:26])[N:22]([CH3:27])[C:21]=4[CH:28]=3)[C:13]([F:15])([F:14])[F:16])[CH:4]=2)[CH2:39][CH2:40]1. The catalyst class is: 7. (4) Reactant: C[O:2][C:3](=[O:28])[CH2:4][C:5]1[C:6]([CH3:27])=[N:7][N:8]([CH2:11][C:12]2[CH:17]=[CH:16][C:15]([CH:18]([OH:26])[CH2:19][C:20]3[CH:25]=[CH:24][CH:23]=[CH:22][CH:21]=3)=[CH:14][CH:13]=2)[C:9]=1[CH3:10].[OH-].[Na+].O.Cl. Product: [OH:26][CH:18]([C:15]1[CH:16]=[CH:17][C:12]([CH2:11][N:8]2[C:9]([CH3:10])=[C:5]([CH2:4][C:3]([OH:28])=[O:2])[C:6]([CH3:27])=[N:7]2)=[CH:13][CH:14]=1)[CH2:19][C:20]1[CH:21]=[CH:22][CH:23]=[CH:24][CH:25]=1. The catalyst class is: 12. (5) The catalyst class is: 1. Product: [Cl:1][C:2]1[C:3]([C:12]([OH:14])=[O:13])=[N:4][CH:5]=[C:6]([C:8]2[N:9]=[C:17]([C:16]([F:27])([F:26])[F:15])[O:11][N:10]=2)[CH:7]=1. Reactant: [Cl:1][C:2]1[C:3]([C:12]([OH:14])=[O:13])=[N:4][CH:5]=[C:6]([C:8](=[N:10][OH:11])[NH2:9])[CH:7]=1.[F:15][C:16]([F:27])([F:26])[C:17](O[C:17](=O)[C:16]([F:27])([F:26])[F:15])=O. (6) Reactant: [CH3:1][O:2][C:3]1[CH:8]=[C:7]([OH:9])[C:6]([CH:10]2[CH2:15][C:14]([CH3:29])([S:16]([C:19]3[CH:24]=[CH:23][CH:22]=[C:21]([C:25]([F:28])([F:27])[F:26])[CH:20]=3)(=[O:18])=[O:17])[CH2:13][CH2:12][O:11]2)=[CH:5][N:4]=1.[F:30][C:31]([F:44])([F:43])[S:32](O[S:32]([C:31]([F:44])([F:43])[F:30])(=[O:34])=[O:33])(=[O:34])=[O:33]. Product: [F:30][C:31]([F:44])([F:43])[S:32]([O:9][C:7]1[C:6]([CH:10]2[CH2:15][C:14]([CH3:29])([S:16]([C:19]3[CH:24]=[CH:23][CH:22]=[C:21]([C:25]([F:28])([F:26])[F:27])[CH:20]=3)(=[O:18])=[O:17])[CH2:13][CH2:12][O:11]2)=[CH:5][N:4]=[C:3]([O:2][CH3:1])[CH:8]=1)(=[O:34])=[O:33]. The catalyst class is: 46. (7) The catalyst class is: 34. Product: [C:29]([C:33]1[CH:38]=[CH:37][C:36]([C:39]2[N:43]=[C:42]([C:44]3[CH:48]=[C:47]([CH3:49])[N:46]([CH2:50][C:51]4[CH:56]=[CH:55][N:54]=[C:53]([N:57]5[CH2:58][CH2:59][N:60]([CH2:25][C:24]([F:28])([F:27])[F:23])[CH2:61][CH2:62]5)[CH:52]=4)[N:45]=3)[O:41][N:40]=2)=[CH:35][CH:34]=1)([CH3:32])([CH3:30])[CH3:31]. Reactant: C(N(CC)CC)C.FC(F)(F)S(OS(C(F)(F)F)(=O)=O)(=O)=O.[F:23][C:24]([F:28])([F:27])[CH2:25]O.[C:29]([C:33]1[CH:38]=[CH:37][C:36]([C:39]2[N:43]=[C:42]([C:44]3[CH:48]=[C:47]([CH3:49])[N:46]([CH2:50][C:51]4[CH:56]=[CH:55][N:54]=[C:53]([N:57]5[CH2:62][CH2:61][NH:60][CH2:59][CH2:58]5)[CH:52]=4)[N:45]=3)[O:41][N:40]=2)=[CH:35][CH:34]=1)([CH3:32])([CH3:31])[CH3:30].